This data is from Catalyst prediction with 721,799 reactions and 888 catalyst types from USPTO. The task is: Predict which catalyst facilitates the given reaction. Reactant: [Cl:1][C:2]1[CH:7]=[CH:6][C:5]([C:8]2[NH:9][C:10]3[N:11]([N:15]=[CH:16][C:17]=3[C:18]([OH:20])=O)[C:12](=[O:14])[CH:13]=2)=[CH:4][C:3]=1[O:21][CH3:22].C1N=CN(C(N2C=NC=C2)=O)C=1.[CH2:35]([NH2:38])[C:36]#[CH:37]. Product: [Cl:1][C:2]1[CH:7]=[CH:6][C:5]([C:8]2[NH:9][C:10]3[N:11]([N:15]=[CH:16][C:17]=3[C:18]([NH:38][CH2:35][C:36]#[CH:37])=[O:20])[C:12](=[O:14])[CH:13]=2)=[CH:4][C:3]=1[O:21][CH3:22]. The catalyst class is: 369.